This data is from NCI-60 drug combinations with 297,098 pairs across 59 cell lines. The task is: Regression. Given two drug SMILES strings and cell line genomic features, predict the synergy score measuring deviation from expected non-interaction effect. (1) Drug 1: C1C(C(OC1N2C=C(C(=O)NC2=O)F)CO)O. Drug 2: C1CNP(=O)(OC1)N(CCCl)CCCl. Cell line: A498. Synergy scores: CSS=-0.448, Synergy_ZIP=-2.62, Synergy_Bliss=-2.58, Synergy_Loewe=-3.95, Synergy_HSA=-2.28. (2) Drug 1: C1C(C(OC1N2C=NC3=C(N=C(N=C32)Cl)N)CO)O. Drug 2: CN(C(=O)NC(C=O)C(C(C(CO)O)O)O)N=O. Cell line: NCI-H460. Synergy scores: CSS=-2.40, Synergy_ZIP=1.83, Synergy_Bliss=1.67, Synergy_Loewe=1.77, Synergy_HSA=0.632.